From a dataset of Catalyst prediction with 721,799 reactions and 888 catalyst types from USPTO. Predict which catalyst facilitates the given reaction. (1) Reactant: [F:1][C:2]1([CH2:8][OH:9])[CH2:7][CH2:6][O:5][CH2:4][CH2:3]1.[I:10][C:11]1[CH:12]=[C:13]([C:18]([F:21])([F:20])[F:19])[C:14](O)=[N:15][CH:16]=1.C1(P(C2C=CC=CC=2)C2C=CC=CC=2)C=CC=CC=1.N(/C(OC(C)(C)C)=O)=N\C(OC(C)(C)C)=O. Product: [F:1][C:2]1([CH2:8][O:9][C:14]2[C:13]([C:18]([F:19])([F:21])[F:20])=[CH:12][C:11]([I:10])=[CH:16][N:15]=2)[CH2:7][CH2:6][O:5][CH2:4][CH2:3]1. The catalyst class is: 7. (2) Reactant: C([O:3][C:4]([CH:6]1[CH2:10][N:9]([CH3:11])[N:8]=[C:7]1[CH:12]([F:14])[F:13])=[O:5])C.[OH-].[Na+].Cl. Product: [F:14][CH:12]([F:13])[C:7]1[CH:6]([C:4]([OH:5])=[O:3])[CH2:10][N:9]([CH3:11])[N:8]=1. The catalyst class is: 12. (3) Reactant: F[C:2]1[CH:7]=[CH:6][C:5]([S:8]([NH2:11])(=[O:10])=[O:9])=[CH:4][C:3]=1[N+:12]([O-:14])=[O:13].[O:15]1[CH2:19][CH2:18][CH:17]([N:20]2[CH2:23][CH:22]([NH2:24])[CH2:21]2)[CH2:16]1.C(N(CC)CC)C. Product: [N+:12]([C:3]1[CH:4]=[C:5]([S:8]([NH2:11])(=[O:10])=[O:9])[CH:6]=[CH:7][C:2]=1[NH:24][CH:22]1[CH2:23][N:20]([CH:17]2[CH2:18][CH2:19][O:15][CH2:16]2)[CH2:21]1)([O-:14])=[O:13]. The catalyst class is: 7. (4) Reactant: C([N-]C(C)C)(C)C.[Li+].[Br:9][C:10]1[CH:15]=[CH:14][C:13]([CH2:16][C:17]#[N:18])=[C:12]([CH3:19])[CH:11]=1.Br[CH2:21][C:22]([O:24][CH3:25])=[O:23].[NH4+].[Cl-]. Product: [CH3:25][O:24][C:22](=[O:23])[CH2:21][CH:16]([C:13]1[CH:14]=[CH:15][C:10]([Br:9])=[CH:11][C:12]=1[CH3:19])[C:17]#[N:18]. The catalyst class is: 20.